This data is from Peptide-MHC class I binding affinity with 185,985 pairs from IEDB/IMGT. The task is: Regression. Given a peptide amino acid sequence and an MHC pseudo amino acid sequence, predict their binding affinity value. This is MHC class I binding data. (1) The peptide sequence is LSEMLNKEY. The MHC is HLA-A29:02 with pseudo-sequence HLA-A29:02. The binding affinity (normalized) is 0.200. (2) The peptide sequence is CTSICSLYQL. The MHC is HLA-A02:01 with pseudo-sequence HLA-A02:01. The binding affinity (normalized) is 0. (3) The peptide sequence is NHINFELSL. The MHC is Mamu-A07 with pseudo-sequence Mamu-A07. The binding affinity (normalized) is 1.00. (4) The peptide sequence is LSMTCIAVGL. The MHC is HLA-B08:01 with pseudo-sequence HLA-B08:01. The binding affinity (normalized) is 0.233. (5) The peptide sequence is HMIDKLFYV. The MHC is HLA-A02:06 with pseudo-sequence HLA-A02:06. The binding affinity (normalized) is 1.00. (6) The binding affinity (normalized) is 0. The peptide sequence is RSLKAFFSW. The MHC is H-2-Kb with pseudo-sequence H-2-Kb.